Dataset: Forward reaction prediction with 1.9M reactions from USPTO patents (1976-2016). Task: Predict the product of the given reaction. (1) Given the reactants [OH:1][CH:2]1[CH2:11][C:10]2[CH:9]=[C:8]([C:12]([O:14][CH3:15])=[O:13])[CH:7]=[CH:6][C:5]=2[CH2:4][CH2:3]1.[Cl:16][C:17]1[CH:22]=[CH:21][C:20](O)=[CH:19][CH:18]=1.C1(P(C2C=CC=CC=2)C2C=CC=CC=2)C=CC=CC=1.N(C(OC(C)(C)C)=O)=NC(OC(C)(C)C)=O, predict the reaction product. The product is: [Cl:16][C:17]1[CH:22]=[CH:21][C:20]([O:1][CH:2]2[CH2:11][C:10]3[CH:9]=[C:8]([C:12]([O:14][CH3:15])=[O:13])[CH:7]=[CH:6][C:5]=3[CH2:4][CH2:3]2)=[CH:19][CH:18]=1. (2) Given the reactants [NH:1]1[CH:5]=[N:4][CH:3]=[N:2]1.[H-].[Na+].I[CH2:9][CH2:10][CH2:11][Si:12]([O:17][CH3:18])([O:15][CH3:16])[O:13][CH3:14].ClCCl, predict the reaction product. The product is: [CH3:14][O:13][Si:12]([CH2:11][CH2:10][CH2:9][C:5]1[N:4]=[CH:3][NH:2][N:1]=1)([O:17][CH3:18])[O:15][CH3:16].